This data is from Full USPTO retrosynthesis dataset with 1.9M reactions from patents (1976-2016). The task is: Predict the reactants needed to synthesize the given product. (1) Given the product [CH2:1]([NH:8][C:9]1[N:14]2[N:15]=[CH:16][C:17]([C:18]([NH:38][S:35]([CH3:34])(=[O:37])=[O:36])=[O:19])=[C:13]2[N:12]=[CH:11][C:10]=1[C:21]([N:23]1[CH2:28][CH2:27][CH:26]([C:29]2[S:30][CH:31]=[CH:32][CH:33]=2)[CH2:25][CH2:24]1)=[O:22])[C:2]1[CH:3]=[CH:4][CH:5]=[CH:6][CH:7]=1, predict the reactants needed to synthesize it. The reactants are: [CH2:1]([NH:8][C:9]1[N:14]2[N:15]=[CH:16][C:17]([C:18](O)=[O:19])=[C:13]2[N:12]=[CH:11][C:10]=1[C:21]([N:23]1[CH2:28][CH2:27][CH:26]([C:29]2[S:30][CH:31]=[CH:32][CH:33]=2)[CH2:25][CH2:24]1)=[O:22])[C:2]1[CH:7]=[CH:6][CH:5]=[CH:4][CH:3]=1.[CH3:34][S:35]([NH2:38])(=[O:37])=[O:36]. (2) Given the product [NH2:17][C:10]1[C:9]([C:7]2[S:6][C:5]3[CH:18]=[CH:19][C:2]([NH:1][C:28]([NH:27][C:24]4[CH:25]=[CH:26][C:21]([Cl:20])=[C:22]([C:30]([F:32])([F:31])[F:33])[CH:23]=4)=[O:29])=[CH:3][C:4]=3[CH:8]=2)=[CH:14][C:13]([N+:15]#[C-:16])=[CH:12][N:11]=1, predict the reactants needed to synthesize it. The reactants are: [NH2:1][C:2]1[CH:19]=[CH:18][C:5]2[S:6][C:7]([C:9]3[C:10]([NH2:17])=[N:11][CH:12]=[C:13]([N+:15]#[C-:16])[CH:14]=3)=[CH:8][C:4]=2[CH:3]=1.[Cl:20][C:21]1[CH:26]=[CH:25][C:24]([N:27]=[C:28]=[O:29])=[CH:23][C:22]=1[C:30]([F:33])([F:32])[F:31]. (3) Given the product [CH3:1][N:2]1[C:6]([S:7][CH3:12])=[CH:5][C:4]([C:8]([F:11])([F:9])[F:10])=[N:3]1, predict the reactants needed to synthesize it. The reactants are: [CH3:1][N:2]1[C:6](=[S:7])[CH:5]=[C:4]([C:8]([F:11])([F:10])[F:9])[NH:3]1.[C:12](=O)([O-])[O-].[K+].[K+].CI. (4) Given the product [Cl:28][C:24]1[N:25]=[C:26]([O:8][CH2:7][C:5]2[CH:6]=[N:1][CH:2]=[N:3][CH:4]=2)[C:21]([NH:20][S:17]([C:11]2[CH:12]=[CH:13][CH:14]=[C:15]([Cl:16])[C:10]=2[Cl:9])(=[O:19])=[O:18])=[N:22][CH:23]=1, predict the reactants needed to synthesize it. The reactants are: [N:1]1[CH:6]=[C:5]([CH2:7][OH:8])[CH:4]=[N:3][CH:2]=1.[Cl:9][C:10]1[C:15]([Cl:16])=[CH:14][CH:13]=[CH:12][C:11]=1[S:17]([NH:20][C:21]1[C:26](Cl)=[N:25][C:24]([Cl:28])=[CH:23][N:22]=1)(=[O:19])=[O:18].